From a dataset of Forward reaction prediction with 1.9M reactions from USPTO patents (1976-2016). Predict the product of the given reaction. Given the reactants [Li][C:2]([CH3:5])([CH3:4])[CH3:3].CO[C:8]1[C:17]2[C:12](=[CH:13][CH:14]=[CH:15][CH:16]=2)[CH:11]=[CH:10][C:9]=1[C:18]([OH:20])=[O:19], predict the reaction product. The product is: [C:2]([C:8]1[C:17]2[C:12](=[CH:13][CH:14]=[CH:15][CH:16]=2)[CH:11]=[CH:10][C:9]=1[C:18]([OH:20])=[O:19])([CH3:5])([CH3:4])[CH3:3].